This data is from Reaction yield outcomes from USPTO patents with 853,638 reactions. The task is: Predict the reaction yield, written as a fraction of the theoretical maximum amount of product (1.0 means a 100% yield; for example, 0.34 means a 34% yield). (1) The reactants are [OH:1][C@H:2]([C:11]([CH3:15])([CH3:14])[CH2:12][OH:13])[C:3]([NH:5][CH2:6][CH2:7][C:8]([OH:10])=O)=[O:4].C(N(CC)CC)C.CCN=C=NCCCN(C)C.Cl.C1C=CC2N(O)N=NC=2C=1.[NH2:45][CH2:46][CH2:47][O:48][C:49](=[O:66])[CH2:50][C:51]1[CH:56]=[CH:55][CH:54]=[CH:53][C:52]=1[NH:57][C:58]1[C:63]([Cl:64])=[CH:62][CH:61]=[CH:60][C:59]=1[Cl:65]. The catalyst is CN(C=O)C.O. The product is [OH:1][C@H:2]([C:11]([CH3:15])([CH3:14])[CH2:12][OH:13])[C:3]([NH:5][CH2:6][CH2:7][C:8]([NH:45][CH2:46][CH2:47][O:48][C:49](=[O:66])[CH2:50][C:51]1[CH:56]=[CH:55][CH:54]=[CH:53][C:52]=1[NH:57][C:58]1[C:63]([Cl:64])=[CH:62][CH:61]=[CH:60][C:59]=1[Cl:65])=[O:10])=[O:4]. The yield is 0.264. (2) The reactants are [OH-].[Na+].CC1(C)C(C)(C)OB([C:11]2[CH:19]=[CH:18][CH:17]=[C:16]3[C:12]=2[CH:13]=[CH:14][NH:15]3)O1.[NH2:21][C:22]1[CH:27]=[CH:26][C:25](Br)=[CH:24][N:23]=1. The catalyst is [Pd].C1COCC1. The product is [NH:15]1[C:16]2[C:12](=[C:11]([C:25]3[CH:26]=[CH:27][C:22]([NH2:21])=[N:23][CH:24]=3)[CH:19]=[CH:18][CH:17]=2)[CH:13]=[CH:14]1. The yield is 0.840. (3) The reactants are [Br:1][CH:2]([CH3:6])[C:3](Cl)=[O:4].[NH:7]1[C:15]2[C:10](=[CH:11][CH:12]=[CH:13][C:14]=2[CH2:16][NH:17][CH2:18][C:19]2[CH:24]=[CH:23][C:22]([O:25][CH3:26])=[CH:21][C:20]=2[O:27][CH3:28])[CH:9]=[CH:8]1.C(N(CC)CC)C. The catalyst is O1CCCC1. The product is [CH3:28][O:27][C:20]1[CH:21]=[C:22]([O:25][CH3:26])[CH:23]=[CH:24][C:19]=1[CH2:18][N:17]([CH2:16][C:14]1[CH:13]=[CH:12][CH:11]=[C:10]2[C:15]=1[NH:7][CH:8]=[CH:9]2)[C:3](=[O:4])[CH:2]([Br:1])[CH3:6]. The yield is 0.630. (4) The reactants are [NH2:1][CH2:2][C:3]([CH3:16])([CH3:15])[C:4]([NH:6][CH2:7][C:8]1[CH:13]=[CH:12][CH:11]=[CH:10][C:9]=1[Cl:14])=[O:5].CCN(C(C)C)C(C)C.[CH2:26]([C:28]1[CH:33]=[CH:32][C:31]([N:34]=[C:35]=[O:36])=[CH:30][CH:29]=1)[CH3:27]. The catalyst is C(Cl)Cl. The product is [Cl:14][C:9]1[CH:10]=[CH:11][CH:12]=[CH:13][C:8]=1[CH2:7][NH:6][C:4](=[O:5])[C:3]([CH3:16])([CH3:15])[CH2:2][NH:1][C:35]([NH:34][C:31]1[CH:32]=[CH:33][C:28]([CH2:26][CH3:27])=[CH:29][CH:30]=1)=[O:36]. The yield is 0.170. (5) The reactants are C(OC([N:8]1[CH2:12][CH2:11][CH2:10][C@@H:9]1[CH2:13][O:14][C:15]1[CH:20]=[CH:19][C:18]([O:21][C:22]2[CH:27]=[CH:26][C:25]([C:28]([F:31])([F:30])[F:29])=[CH:24][CH:23]=2)=[CH:17][CH:16]=1)=O)(C)(C)C.[ClH:32]. The catalyst is O1CCOCC1. The product is [ClH:32].[F:31][C:28]([F:29])([F:30])[C:25]1[CH:26]=[CH:27][C:22]([O:21][C:18]2[CH:19]=[CH:20][C:15]([O:14][CH2:13][C@H:9]3[CH2:10][CH2:11][CH2:12][NH:8]3)=[CH:16][CH:17]=2)=[CH:23][CH:24]=1. The yield is 0.700.